Dataset: Full USPTO retrosynthesis dataset with 1.9M reactions from patents (1976-2016). Task: Predict the reactants needed to synthesize the given product. Given the product [Cl:27][C:21]1[CH:20]=[C:19]([NH:18][C:16]2[N:15]=[C:14]([NH:28][CH:29]3[CH2:30][CH2:31][CH2:32][CH2:33][CH2:34][CH2:35]3)[N:13]=[C:12]([O:5][CH2:4][CH:3]3[CH2:6][CH2:7][CH2:8][N:2]3[CH3:1])[N:17]=2)[CH:24]=[CH:23][C:22]=1[O:25][CH3:26], predict the reactants needed to synthesize it. The reactants are: [CH3:1][N:2]1[CH2:8][CH2:7][CH2:6][C@H:3]1[CH2:4][OH:5].[OH-].[Na+].Cl[C:12]1[N:17]=[C:16]([NH:18][C:19]2[CH:24]=[CH:23][C:22]([O:25][CH3:26])=[C:21]([Cl:27])[CH:20]=2)[N:15]=[C:14]([NH:28][CH:29]2[CH2:35][CH2:34][CH2:33][CH2:32][CH2:31][CH2:30]2)[N:13]=1.